Predict the reactants needed to synthesize the given product. From a dataset of Full USPTO retrosynthesis dataset with 1.9M reactions from patents (1976-2016). (1) Given the product [CH3:20][N:2]([CH3:1])[P:3]([O:8][C:9]1[C:10]([I:21])=[C:11]([CH:17]=[CH:18][CH:19]=1)[C:12]([O:14][CH2:15][CH3:16])=[O:13])([N:5]([CH3:6])[CH3:7])=[O:4], predict the reactants needed to synthesize it. The reactants are: [CH3:1][N:2]([CH3:20])[P:3]([O:8][C:9]1[CH:10]=[C:11]([CH:17]=[CH:18][CH:19]=1)[C:12]([O:14][CH2:15][CH3:16])=[O:13])([N:5]([CH3:7])[CH3:6])=[O:4].[I:21]I. (2) The reactants are: [CH:1]1([CH2:6][N:7]([CH2:30][CH:31]2[CH2:35][CH2:34][CH2:33][CH2:32]2)[C@H:8]2[C@H:13]([C:14]3[CH:19]=[CH:18][C:17]([C:20]([F:23])([F:22])[F:21])=[CH:16][CH:15]=3)[O:12][C@H:11]([CH2:24][C:25]([O:27]CC)=[O:26])[CH2:10][CH2:9]2)[CH2:5][CH2:4][CH2:3][CH2:2]1.CO.[OH-].[Na+].Cl. Given the product [CH:31]1([CH2:30][N:7]([CH2:6][CH:1]2[CH2:2][CH2:3][CH2:4][CH2:5]2)[C@H:8]2[C@H:13]([C:14]3[CH:15]=[CH:16][C:17]([C:20]([F:22])([F:23])[F:21])=[CH:18][CH:19]=3)[O:12][C@H:11]([CH2:24][C:25]([OH:27])=[O:26])[CH2:10][CH2:9]2)[CH2:32][CH2:33][CH2:34][CH2:35]1, predict the reactants needed to synthesize it. (3) Given the product [C:1]([C@:5]1([CH3:34])[C@@H:18]2[C@@:9]3([CH2:20][CH2:19][C@:16]4([CH2:17]2)[C@@:11]25[C:27]6[C:22](=[CH:23][CH:24]=[C:25]([OH:29])[C:26]=6[O:28][C@@H:10]32)[CH2:21][C@H:15]4[N:14]([CH2:30][CH:31]2[CH2:32][CH2:33]2)[CH2:13][CH2:12]5)[O:8][CH:7]([CH2:35][CH3:36])[O:6]1)([CH3:4])([CH3:2])[CH3:3], predict the reactants needed to synthesize it. The reactants are: [C:1]([C@:5]1([CH3:34])[C@@H:18]2[C@@:9]3([CH2:20][CH2:19][C@:16]4([CH2:17]2)[C@@:11]25[C:27]6[C:22](=[CH:23][CH:24]=[C:25]([OH:29])[C:26]=6[O:28][C@@H:10]32)[CH2:21][C@H:15]4[N:14]([CH2:30][CH:31]2[CH2:33][CH2:32]2)[CH2:13][CH2:12]5)[O:8][CH2:7][O:6]1)([CH3:4])([CH3:3])[CH3:2].[CH2:35](S(CCC)=O)[CH2:36]C. (4) The reactants are: B1([O-])OO1.[OH2:5].O.O.O.[Na+].[C:10]([O:14][C:15]([NH:17][C@@H:18]([CH2:22][S:23][CH2:24][C:25]1[CH:30]=[CH:29][C:28]([C:31]2[CH:36]=[CH:35][C:34]([N:37]3[C:45]4[C:40](=[CH:41][CH:42]=[CH:43][CH:44]=4)[CH:39]=[CH:38]3)=[CH:33][CH:32]=2)=[CH:27][CH:26]=1)[C:19]([OH:21])=[O:20])=[O:16])([CH3:13])([CH3:12])[CH3:11]. Given the product [C:10]([O:14][C:15]([NH:17][C@@H:18]([CH2:22][S:23]([CH2:24][C:25]1[CH:30]=[CH:29][C:28]([C:31]2[CH:32]=[CH:33][C:34]([N:37]3[C:45]4[C:40](=[CH:41][CH:42]=[CH:43][CH:44]=4)[CH:39]=[CH:38]3)=[CH:35][CH:36]=2)=[CH:27][CH:26]=1)=[O:5])[C:19]([OH:21])=[O:20])=[O:16])([CH3:13])([CH3:11])[CH3:12], predict the reactants needed to synthesize it. (5) Given the product [NH2:25][C:19]1[C:18]2[N:26]=[C:15]([CH2:14][O:13][CH2:11][CH3:12])[N:16]([CH2:27][CH2:28][CH:29]3[CH2:34][CH2:33][N:32]([C:9]([NH:8][C:6]([C:2]4[O:1][CH:5]=[CH:4][CH:3]=4)=[O:7])=[S:10])[CH2:31][CH2:30]3)[C:17]=2[C:22]([CH3:23])=[C:21]([CH3:24])[N:20]=1, predict the reactants needed to synthesize it. The reactants are: [O:1]1[CH:5]=[CH:4][CH:3]=[C:2]1[C:6]([N:8]=[C:9]=[S:10])=[O:7].[CH2:11]([O:13][CH2:14][C:15]1[N:16]([CH2:27][CH2:28][CH:29]2[CH2:34][CH2:33][NH:32][CH2:31][CH2:30]2)[C:17]2[C:22]([CH3:23])=[C:21]([CH3:24])[N:20]=[C:19]([NH2:25])[C:18]=2[N:26]=1)[CH3:12]. (6) Given the product [CH:1]([O:4][C:5]1[N:13]=[CH:12][CH:11]=[CH:10][C:6]=1[C:7]#[N:9])([CH3:3])[CH3:2], predict the reactants needed to synthesize it. The reactants are: [CH:1]([O:4][C:5]1[N:13]=[CH:12][CH:11]=[CH:10][C:6]=1[C:7]([NH2:9])=O)([CH3:3])[CH3:2].C(N(CC)CC)C.ClC(Cl)(Cl)C(Cl)=O.C(=O)([O-])O.[Na+]. (7) Given the product [CH2:1]([O:3][P:4]([CH2:9][O:10][S:17]([C:14]1[CH:15]=[CH:16][C:11]([CH3:21])=[CH:12][CH:13]=1)(=[O:19])=[O:18])([O:5][CH2:6][CH3:7])=[O:8])[CH3:2], predict the reactants needed to synthesize it. The reactants are: [CH2:1]([O:3][P:4]([CH2:9][OH:10])(=[O:8])[O:5][CH2:6][CH3:7])[CH3:2].[C:11]1([CH3:21])[CH:16]=[CH:15][C:14]([S:17](Cl)(=[O:19])=[O:18])=[CH:13][CH:12]=1. (8) Given the product [Si:1]([O:8][CH2:9][C:10]([CH3:31])([CH3:30])[CH2:11][N:12]1[C:16]2[CH:17]=[CH:18][C:19]([C:33]3[N:38]=[C:37]([N:39]([C:47]4[CH:52]=[C:51]([C:53]#[N:54])[CH:50]=[CH:49][N:48]=4)[C:40](=[O:46])[O:41][C:42]([CH3:45])([CH3:44])[CH3:43])[CH:36]=[C:35]([CH:55]4[CH2:57][CH2:56]4)[CH:34]=3)=[CH:20][C:15]=2[N:14]=[CH:13]1)([C:4]([CH3:7])([CH3:5])[CH3:6])([CH3:2])[CH3:3], predict the reactants needed to synthesize it. The reactants are: [Si:1]([O:8][CH2:9][C:10]([CH3:31])([CH3:30])[CH2:11][N:12]1[C:16]2[CH:17]=[CH:18][C:19](B3OC(C)(C)C(C)(C)O3)=[CH:20][C:15]=2[N:14]=[CH:13]1)([C:4]([CH3:7])([CH3:6])[CH3:5])([CH3:3])[CH3:2].Cl[C:33]1[N:38]=[C:37]([N:39]([C:47]2[CH:52]=[C:51]([C:53]#[N:54])[CH:50]=[CH:49][N:48]=2)[C:40](=[O:46])[O:41][C:42]([CH3:45])([CH3:44])[CH3:43])[CH:36]=[C:35]([CH:55]2[CH2:57][CH2:56]2)[CH:34]=1.P([O-])([O-])([O-])=O.[K+].[K+].[K+].O1CCOCC1. (9) Given the product [Cl:15][CH2:14][C:13]1[N:12]=[C:11]2[CH2:10][C:9]3[N:8]=[CH:7][C:6]([C:17]#[N:18])=[C:5]([NH:19][C:20]4[CH:21]=[C:22]([O:30][CH3:31])[C:23]([O:28][CH3:29])=[C:24]([O:26][CH3:27])[CH:25]=4)[C:4]=3[CH:3]=[C:2]2[N:1]=1, predict the reactants needed to synthesize it. The reactants are: [NH2:1][C:2]1[CH:3]=[C:4]2[C:9](=[CH:10][C:11]=1[NH:12][C:13](=O)[CH2:14][Cl:15])[N:8]=[CH:7][C:6]([C:17]#[N:18])=[C:5]2[NH:19][C:20]1[CH:25]=[C:24]([O:26][CH3:27])[C:23]([O:28][CH3:29])=[C:22]([O:30][CH3:31])[CH:21]=1. (10) The reactants are: [Cl:1][C:2]1[S:6][C:5]([C:7]2[N:12]=[C:11]([NH:13][C:14]3[CH:19]=[CH:18][C:17]([CH2:20]/[C:21](=[N:24]\[C:25](=O)[O:26]C4C=CC=CC=4)/[NH:22][OH:23])=[CH:16][CH:15]=3)[C:10]([CH2:34][CH3:35])=[C:9]([CH3:36])[N:8]=2)=[CH:4][CH:3]=1. Given the product [Cl:1][C:2]1[S:6][C:5]([C:7]2[N:12]=[C:11]([NH:13][C:14]3[CH:15]=[CH:16][C:17]([CH2:20][C:21]4[NH:24][C:25](=[O:26])[O:23][N:22]=4)=[CH:18][CH:19]=3)[C:10]([CH2:34][CH3:35])=[C:9]([CH3:36])[N:8]=2)=[CH:4][CH:3]=1, predict the reactants needed to synthesize it.